From a dataset of Forward reaction prediction with 1.9M reactions from USPTO patents (1976-2016). Predict the product of the given reaction. (1) Given the reactants [C:1]([O:4][C@H:5]([C:8]#[C:9][C:10]#[C:11][C@H:12]([NH2:22])[CH2:13][CH2:14][CH2:15][CH2:16][CH2:17][CH2:18][CH2:19][CH2:20][CH3:21])[CH:6]=[CH2:7])(=[O:3])[CH3:2].C(N(CC)CC)C.C1(C)C([C:36]([C:38]2[CH:39]=[C:40]([CH:44]=[CH:45][CH:46]=2)[C:41](Cl)=O)=[O:37])=CC=CC=1, predict the reaction product. The product is: [C:1]([O:4][C@H:5]([C:8]#[C:9][C:10]#[C:11][C@H:12]([NH:22][C:36](=[O:37])[C:38]1[CH:46]=[CH:45][CH:44]=[C:40]([CH3:41])[CH:39]=1)[CH2:13][CH2:14][CH2:15][CH2:16][CH2:17][CH2:18][CH2:19][CH2:20][CH3:21])[CH:6]=[CH2:7])(=[O:3])[CH3:2]. (2) Given the reactants FC(F)(F)S(O[C:7]1[CH:12]=[CH:11][N:10]([CH2:13][C:14]2[CH:19]=[CH:18][CH:17]=[C:16]([F:20])[CH:15]=2)[C:9](=[O:21])[C:8]=1[Br:22])(=O)=O.[F:25][C:26]1[CH:33]=[CH:32][C:29]([CH:30]=[CH2:31])=[CH:28][CH:27]=1.C(N(C(C)C)CC)(C)C, predict the reaction product. The product is: [Br:22][C:8]1[C:9](=[O:21])[N:10]([CH2:13][C:14]2[CH:19]=[CH:18][CH:17]=[C:16]([F:20])[CH:15]=2)[CH:11]=[CH:12][C:7]=1/[CH:31]=[CH:30]/[C:29]1[CH:32]=[CH:33][C:26]([F:25])=[CH:27][CH:28]=1. (3) The product is: [CH:1]1[CH:6]=[CH:5][C:4]([CH:7]([S+:14]([O-:15])[CH2:16][C:17]([NH2:21])=[O:19])[C:8]2[CH:13]=[CH:12][CH:11]=[CH:10][CH:9]=2)=[CH:3][CH:2]=1. Given the reactants [CH:1]1[CH:6]=[CH:5][C:4]([CH:7]([S:14]([CH2:16][C:17]([OH:19])=O)=[O:15])[C:8]2[CH:13]=[CH:12][CH:11]=[CH:10][CH:9]=2)=[CH:3][CH:2]=1.Cl.[NH4+:21].[Cl-].[NH4+].[OH-], predict the reaction product.